From a dataset of Forward reaction prediction with 1.9M reactions from USPTO patents (1976-2016). Predict the product of the given reaction. (1) Given the reactants Cl[C:2]1[CH:7]=[C:6]([Cl:8])[N:5]=[C:4]([NH2:9])[N:3]=1.[CH3:10][CH:11]1[CH2:15][CH2:14][CH2:13][NH:12]1.C(N(CC)CC)C.O, predict the reaction product. The product is: [Cl:8][C:6]1[CH:7]=[C:2]([N:12]2[CH2:13][CH2:14][CH2:15][CH:11]2[CH3:10])[N:3]=[C:4]([NH2:9])[N:5]=1. (2) Given the reactants [C:1]([O:5][C:6]1[CH:11]=[CH:10][C:9]([CH2:12][C@H:13]([NH:36]C(=O)OCC2C3C=CC=CC=3C3C2=CC=CC=3)[C:14]([N:16]([CH2:28][CH:29]([O:33][CH2:34][CH3:35])[O:30][CH2:31][CH3:32])[CH2:17][C:18]2[CH:19]=[CH:20][CH:21]=[C:22]3[C:27]=2[N:26]=[CH:25][CH:24]=[CH:23]3)=[O:15])=[CH:8][CH:7]=1)([CH3:4])([CH3:3])[CH3:2].N1CCCCC1, predict the reaction product. The product is: [NH2:36][C@@H:13]([CH2:12][C:9]1[CH:10]=[CH:11][C:6]([O:5][C:1]([CH3:3])([CH3:2])[CH3:4])=[CH:7][CH:8]=1)[C:14]([N:16]([CH2:28][CH:29]([O:30][CH2:31][CH3:32])[O:33][CH2:34][CH3:35])[CH2:17][C:18]1[CH:19]=[CH:20][CH:21]=[C:22]2[C:27]=1[N:26]=[CH:25][CH:24]=[CH:23]2)=[O:15]. (3) Given the reactants Cl.[CH3:2][O:3][C:4]1[CH:13]=[C:12]2[C:7]([CH:8]=[CH:9][CH:10]=[C:11]2[CH2:14][CH2:15][NH2:16])=[CH:6][CH:5]=1.[C:17]([O-])(=[O:19])[CH3:18].[Na+].C(OC(=O)C)(=O)C, predict the reaction product. The product is: [CH3:18][C:17]([NH:16][CH2:15][CH2:14][C:11]1[C:12]2[CH:13]=[C:4]([O:3][CH3:2])[CH:5]=[CH:6][C:7]=2[CH:8]=[CH:9][CH:10]=1)=[O:19]. (4) Given the reactants [Cl:1][C:2]1[CH:3]=[C:4]([C@H:9]([CH2:12][CH2:13][OH:14])[CH2:10][NH2:11])[CH:5]=[CH:6][C:7]=1[Cl:8].[OH-].[Na+].[C:17]([C:19]1[C:20]([O:32][CH3:33])=[C:21]([C:29](Cl)=[O:30])[C:22]2[C:27]([CH:28]=1)=[CH:26][CH:25]=[CH:24][CH:23]=2)#[N:18], predict the reaction product. The product is: [Cl:1][C:2]1[CH:3]=[C:4]([C@H:9]([CH2:12][CH2:13][OH:14])[CH2:10][NH:11][C:29]([C:21]2[C:22]3[C:27](=[CH:26][CH:25]=[CH:24][CH:23]=3)[CH:28]=[C:19]([C:17]#[N:18])[C:20]=2[O:32][CH3:33])=[O:30])[CH:5]=[CH:6][C:7]=1[Cl:8]. (5) Given the reactants [CH2:1]=[CH:2][CH2:3][CH2:4][CH2:5][CH2:6][CH2:7][CH3:8].[C:9]([CH:13]=[CH:14][C:15]1[CH:20]=[CH:19][CH:18]=[CH:17][CH:16]=1)([CH3:12])([CH3:11])[CH3:10], predict the reaction product. The product is: [CH2:1]=[CH:2][CH2:3][CH2:4][CH2:5][CH2:6][CH2:7][CH3:8].[C:9]([CH:13]=[CH:14][C:15]1[CH:16]=[CH:17][CH:18]=[CH:19][CH:20]=1)([CH3:12])([CH3:10])[CH3:11].[CH:2]([C:3]1[CH:8]=[CH:7][CH:6]=[CH:5][C:4]=1[CH:9]=[CH2:10])=[CH2:1].